From a dataset of Full USPTO retrosynthesis dataset with 1.9M reactions from patents (1976-2016). Predict the reactants needed to synthesize the given product. (1) Given the product [CH3:1][O:2][CH2:3][C:4]1[C:13]([C:14]2[CH:15]=[CH:16][CH:17]=[CH:18][CH:19]=2)=[C:12]([OH:20])[C:7]2[C:6]([CH:5]=1)=[CH:11][CH:10]=[CH:9][CH:8]=2, predict the reactants needed to synthesize it. The reactants are: [CH3:1][O:2][CH2:3][C:4]#[C:5][C:6]1[CH:11]=[CH:10][CH:9]=[CH:8][C:7]=1[C:12](=[O:20])[CH2:13][C:14]1[CH:19]=[CH:18][CH:17]=[CH:16][CH:15]=1.C[Si]([N-][Si](C)(C)C)(C)C.[K+]. (2) The reactants are: [CH:1]1([C:6]2[C:7]([O:23]S(C3C=CC(C)=CC=3)(=O)=O)=[N:8][N:9]3[C:14]=2[C:13]([CH3:15])=[N:12][N:11]=[C:10]3[C:16]2[CH:21]=[CH:20][CH:19]=[CH:18][C:17]=2[F:22])[CH2:5][CH2:4][CH2:3][CH2:2]1.[CH3:34][N:35]1[C:39]([CH2:40]O)=[N:38][CH:37]=[N:36]1.[H-].[Na+].O. Given the product [CH:1]1([C:6]2[C:7]([O:23][CH2:40][C:39]3[N:35]([CH3:34])[N:36]=[CH:37][N:38]=3)=[N:8][N:9]3[C:14]=2[C:13]([CH3:15])=[N:12][N:11]=[C:10]3[C:16]2[CH:21]=[CH:20][CH:19]=[CH:18][C:17]=2[F:22])[CH2:2][CH2:3][CH2:4][CH2:5]1, predict the reactants needed to synthesize it. (3) Given the product [CH3:3][C:2]([OH:41])([C:4]1[CH:5]=[CH:6][CH:7]=[CH:8][C:9]=1[CH2:10][CH2:11][C@@H:12]([S:32][CH2:33][C:34]1([CH2:37][C:38]([OH:40])=[O:39])[CH2:35][CH2:36]1)[C:13]1[CH:14]=[CH:15][CH:16]=[C:17](/[CH:19]=[CH:20]/[C:21]2[CH:22]=[CH:23][C:24]3[CH:25]=[CH:26][C:27]([Cl:31])=[CH:28][C:29]=3[N:30]=2)[CH:18]=1)[CH3:1], predict the reactants needed to synthesize it. The reactants are: [CH3:1][C:2]([OH:41])([C:4]1[CH:5]=[CH:6][CH:7]=[CH:8][C:9]=1[CH2:10][CH2:11][C@@H:12]([S:32][CH2:33][C:34]1([CH2:37][C:38]([OH:40])=[O:39])[CH2:36][CH2:35]1)[C:13]1[CH:14]=[CH:15][CH:16]=[C:17](/[CH:19]=[CH:20]/[C:21]2[CH:22]=[CH:23][C:24]3[CH:25]=[CH:26][C:27]([Cl:31])=[CH:28][C:29]=3[N:30]=2)[CH:18]=1)[CH3:3].C1(N)CCCCC1.C(O)(=O)C. (4) The reactants are: Cl[C:2]1[C:3]2[CH:10]=[CH:9][NH:8][C:4]=2[N:5]=[CH:6][N:7]=1.[CH3:11][Zn]C. Given the product [CH3:11][C:2]1[C:3]2[CH:10]=[CH:9][NH:8][C:4]=2[N:5]=[CH:6][N:7]=1, predict the reactants needed to synthesize it. (5) Given the product [Br:1][C:2]1[CH:3]=[C:4]([SH:9])[CH:5]=[C:6]([Cl:8])[CH:7]=1, predict the reactants needed to synthesize it. The reactants are: [Br:1][C:2]1[CH:3]=[C:4]([S:9](Cl)(=O)=O)[CH:5]=[C:6]([Cl:8])[CH:7]=1.C1C=CC(P(C2C=CC=CC=2)C2C=CC=CC=2)=CC=1.O1CCCC1.O.